This data is from Catalyst prediction with 721,799 reactions and 888 catalyst types from USPTO. The task is: Predict which catalyst facilitates the given reaction. (1) Reactant: [CH2:1]([NH:5][C:6]1[S:7][CH:8]=[CH:9][C:10]=1[C:11]([O:13]C)=[O:12])[CH2:2][CH2:3][CH3:4].[OH-].[K+]. Product: [CH2:1]([NH:5][C:6]1[S:7][CH:8]=[CH:9][C:10]=1[C:11]([OH:13])=[O:12])[CH2:2][CH2:3][CH3:4]. The catalyst class is: 24. (2) Reactant: [H-].[Na+].[C:3]([C:7]1[CH:8]=[C:9]2[C:14](=[C:15]([F:17])[CH:16]=1)[C:13](=[O:18])[NH:12][N:11]=[CH:10]2)([CH3:6])([CH3:5])[CH3:4].[Br:19][C:20]1[CH:25]=[CH:24][C:23]([CH2:26]Br)=[CH:22][C:21]=1[CH2:28][O:29][CH2:30][O:31][CH3:32].O. Product: [Br:19][C:20]1[CH:25]=[CH:24][C:23]([CH2:26][N:12]2[N:11]=[CH:10][C:9]3[C:14](=[C:15]([F:17])[CH:16]=[C:7]([C:3]([CH3:6])([CH3:4])[CH3:5])[CH:8]=3)[C:13]2=[O:18])=[CH:22][C:21]=1[CH2:28][O:29][CH2:30][O:31][CH3:32]. The catalyst class is: 3. (3) Reactant: [N:1]1[C:10]2[CH2:9][CH2:8][CH2:7][CH2:6][C:5]=2[N:4]=[CH:3][CH:2]=1.ClC1C=CC=C(C(OO)=[O:19])C=1.[O-]S([O-])(=S)=O.[Na+].[Na+].C([O-])(O)=O.[Na+]. Product: [N+:1]1([O-:19])[C:10]2[CH2:9][CH2:8][CH2:7][CH2:6][C:5]=2[N:4]=[CH:3][CH:2]=1. The catalyst class is: 4. (4) Reactant: [CH2:1]([O:4][C@H:5]1[C@H:9]([NH:10][C:11]([O:13]C(C)(C)C)=O)[CH2:8][N:7]([C:18]([O:20][CH2:21][C:22]2[CH:27]=[CH:26][CH:25]=[CH:24][CH:23]=2)=[O:19])[CH2:6]1)[CH:2]=[CH2:3].Cl.[F:29][C:30]([F:45])([F:44])[C:31]1[CH:32]=[C:33]([CH:41]=[CH:42][CH:43]=1)[C:34]([NH:36][CH2:37]C(O)=O)=[O:35].C(Cl)CCl.C1C=CC2N(O)N=NC=2C=1. Product: [CH2:1]([O:4][C@H:5]1[C@H:9]([NH:10][C:11](=[O:13])[CH2:37][NH:36][C:34](=[O:35])[C:33]2[CH:41]=[CH:42][CH:43]=[C:31]([C:30]([F:29])([F:45])[F:44])[CH:32]=2)[CH2:8][N:7]([C:18]([O:20][CH2:21][C:22]2[CH:23]=[CH:24][CH:25]=[CH:26][CH:27]=2)=[O:19])[CH2:6]1)[CH:2]=[CH2:3]. The catalyst class is: 5. (5) Reactant: [F:1][CH:2]([F:15])[C:3]1[CH:11]=[CH:10][CH:9]=[C:8]([CH:12]([F:14])[F:13])[C:4]=1[C:5]([OH:7])=O.C(Cl)(=O)C(Cl)=O.[NH2:22][C:23]1[N:27]([C:28]2[CH:33]=[CH:32][C:31]([F:34])=[CH:30][CH:29]=2)[N:26]=[CH:25][C:24]=1[C:35]([NH:37][CH2:38][C:39]([CH2:45][NH2:46])([OH:44])[C:40]([F:43])([F:42])[F:41])=[O:36].C(N(C(C)C)CC)(C)C. Product: [NH2:22][C:23]1[N:27]([C:28]2[CH:29]=[CH:30][C:31]([F:34])=[CH:32][CH:33]=2)[N:26]=[CH:25][C:24]=1[C:35]([NH:37][CH2:38][C:39]([CH2:45][NH:46][C:5]([C:4]1[C:8]([CH:12]([F:14])[F:13])=[CH:9][CH:10]=[CH:11][C:3]=1[CH:2]([F:1])[F:15])=[O:7])([OH:44])[C:40]([F:43])([F:42])[F:41])=[O:36]. The catalyst class is: 213. (6) Reactant: O.C(O)(=O)C1NC(=O)NC(=[O:6])C=1.[Cl:13][C:14]1[CH:15]=[CH:16][C:17]2[CH2:23][CH2:22][NH:21][CH2:20][C@H:19]([CH3:24])[C:18]=2[CH:25]=1.[C:26]([O-:36])(=[O:35])[CH:27]([C:29]1[CH:34]=[CH:33][CH:32]=[CH:31][CH:30]=1)[OH:28]. Product: [OH2:6].[C:26]([OH:36])(=[O:35])[CH:27]([C:29]1[CH:34]=[CH:33][CH:32]=[CH:31][CH:30]=1)[OH:28].[Cl:13][C:14]1[CH:15]=[CH:16][C:17]2[CH2:23][CH2:22][NH:21][CH2:20][C@H:19]([CH3:24])[C:18]=2[CH:25]=1. The catalyst class is: 6. (7) Product: [Br:7][C:6]1[C:2]([CH:19]([C:18]2[CH:21]=[CH:22][CH:23]=[C:16]([Cl:15])[CH:17]=2)[OH:20])=[C:3]([Cl:9])[S:4][C:5]=1[Cl:8]. The catalyst class is: 1. Reactant: Br[C:2]1[C:6]([Br:7])=[C:5]([Cl:8])[S:4][C:3]=1[Cl:9].[Li]CCCC.[Cl:15][C:16]1[CH:17]=[C:18]([CH:21]=[CH:22][CH:23]=1)[CH:19]=[O:20].